Dataset: Reaction yield outcomes from USPTO patents with 853,638 reactions. Task: Predict the reaction yield, written as a fraction of the theoretical maximum amount of product (1.0 means a 100% yield; for example, 0.34 means a 34% yield). (1) The reactants are [NH2:1][C:2]1[CH:11]=[C:10]([C:12]([O-])=[O:13])[CH:9]=[CH:8][C:3]=1[C:4]([O:6][CH3:7])=[O:5].CN1CCOCC1.[BH4-].[Na+].[OH-].[Na+]. The catalyst is COCCOC.O. The product is [CH3:7][O:6][C:4](=[O:5])[C:3]1[CH:8]=[CH:9][C:10]([CH2:12][OH:13])=[CH:11][C:2]=1[NH2:1]. The yield is 0.860. (2) The reactants are FC(F)(F)C(O)=O.[Cl:8][C:9]1[C:10]([C:28]2[C:36]3[C:31](=[CH:32][CH:33]=[CH:34][CH:35]=3)[N:30]([S:37]([C:40]3[CH:45]=[CH:44][CH:43]=[CH:42][CH:41]=3)(=[O:39])=[O:38])[CH:29]=2)=[N:11][C:12]([NH:15][C@@H:16]2[CH2:20][CH2:19][N:18](C(OC(C)(C)C)=O)[CH2:17]2)=[N:13][CH:14]=1. The catalyst is C(Cl)Cl. The product is [Cl:8][C:9]1[C:10]([C:28]2[C:36]3[C:31](=[CH:32][CH:33]=[CH:34][CH:35]=3)[N:30]([S:37]([C:40]3[CH:45]=[CH:44][CH:43]=[CH:42][CH:41]=3)(=[O:39])=[O:38])[CH:29]=2)=[N:11][C:12]([NH:15][C@@H:16]2[CH2:20][CH2:19][NH:18][CH2:17]2)=[N:13][CH:14]=1. The yield is 1.00. (3) The reactants are [F:1][C:2]1[CH:7]=[C:6]([C:8]([F:11])([F:10])[F:9])[CH:5]=[CH:4][C:3]=1[CH:12]1[CH2:17][C:16](=[O:18])[N:15]([CH3:19])[C:14]([CH3:20])=[C:13]1[C:21]([OH:23])=O.[NH2:24][C:25]1[CH:26]=[C:27]2[C:31](=[CH:32][C:33]=1[F:34])[NH:30][N:29]=[CH:28]2.C(Cl)CCl.CCN(CC)CC. The catalyst is CN(C=O)C.CCOC(C)=O.Cl. The product is [F:34][C:33]1[CH:32]=[C:31]2[C:27]([CH:28]=[N:29][NH:30]2)=[CH:26][C:25]=1[NH:24][C:21]([C:13]1[CH:12]([C:3]2[CH:4]=[CH:5][C:6]([C:8]([F:10])([F:11])[F:9])=[CH:7][C:2]=2[F:1])[CH2:17][C:16](=[O:18])[N:15]([CH3:19])[C:14]=1[CH3:20])=[O:23]. The yield is 0.0300. (4) The reactants are Br[C:2]([CH3:13])([C:8]([O:10][CH2:11][CH3:12])=[O:9])[C:3]([O:5][CH2:6][CH3:7])=[O:4].[F-].[K+].[N+:16]([C:19]1[CH:20]=[C:21]([OH:25])[CH:22]=[CH:23][CH:24]=1)([O-:18])=[O:17]. The catalyst is CN(C=O)C.O. The product is [CH3:13][C:2]([O:25][C:21]1[CH:22]=[CH:23][CH:24]=[C:19]([N+:16]([O-:18])=[O:17])[CH:20]=1)([C:8]([O:10][CH2:11][CH3:12])=[O:9])[C:3]([O:5][CH2:6][CH3:7])=[O:4]. The yield is 0.800. (5) The reactants are [C:1]([O:5][C:6]([NH:8][CH2:9][CH:10]([C:12]1[CH:20]=[CH:19][C:15]([C:16]([OH:18])=O)=[CH:14][N:13]=1)[OH:11])=[O:7])([CH3:4])([CH3:3])[CH3:2].C(N(C(C)C)CC)(C)C.F[B-](F)(F)F.N1(OC(=[N+](C)C)N(C)C)C2C=CC=CC=2N=N1.[CH2:52]([NH2:59])[C:53]1[CH:58]=[CH:57][CH:56]=[CH:55][CH:54]=1. The catalyst is CCOC(C)=O.CN(C=O)C. The product is [C:1]([O:5][C:6](=[O:7])[NH:8][CH2:9][CH:10]([C:12]1[CH:20]=[CH:19][C:15]([C:16](=[O:18])[NH:59][CH2:52][C:53]2[CH:58]=[CH:57][CH:56]=[CH:55][CH:54]=2)=[CH:14][N:13]=1)[OH:11])([CH3:2])([CH3:3])[CH3:4]. The yield is 0.279. (6) The reactants are [N+:1]([C:4]1[CH:11]=[CH:10][C:7]([CH2:8][OH:9])=[CH:6][CH:5]=1)([O-:3])=[O:2].[CH2:12]=[C:13]1[O:17][C:15](=[O:16])[CH2:14]1.C(N(CC)CC)C. The catalyst is O.ClCCl. The product is [C:15]([O:9][CH2:8][C:7]1[CH:6]=[CH:5][C:4]([N+:1]([O-:3])=[O:2])=[CH:11][CH:10]=1)(=[O:16])[CH2:14][C:13]([CH3:12])=[O:17]. The yield is 0.970. (7) The reactants are [NH2:1][C:2]1[S:6][C:5]2[CH2:7][CH2:8][CH2:9][C:4]=2[C:3]=1[C:10]([C:12]1[CH:17]=[CH:16][C:15]([S:18]([CH3:21])(=[O:20])=[O:19])=[CH:14][CH:13]=1)=O.[CH3:22][C:23](=O)[CH2:24][C:25](=[O:27])[CH3:26]. The catalyst is C(O)(=O)C.S(=O)(=O)(O)O. The product is [CH3:21][S:18]([C:15]1[CH:16]=[CH:17][C:12]([C:10]2[C:24]([C:25](=[O:27])[CH3:26])=[C:23]([CH3:22])[N:1]=[C:2]3[S:6][C:5]4[CH2:7][CH2:8][CH2:9][C:4]=4[C:3]=23)=[CH:13][CH:14]=1)(=[O:20])=[O:19]. The yield is 0.300. (8) The reactants are [NH2:1][C:2]1[C:7]([N+:8]([O-])=O)=[CH:6][N:5]=[CH:4][C:3]=1[C:11]1[CH:12]=[C:13]([NH:18][CH2:19][CH2:20][N:21]([CH3:23])[CH3:22])[CH:14]=[C:15]([F:17])[CH:16]=1. The catalyst is CO.[Pd]. The product is [CH3:22][N:21]([CH3:23])[CH2:20][CH2:19][NH:18][C:13]1[CH:12]=[C:11]([C:3]2[C:2]([NH2:1])=[C:7]([NH2:8])[CH:6]=[N:5][CH:4]=2)[CH:16]=[C:15]([F:17])[CH:14]=1. The yield is 0.998.